The task is: Regression/Classification. Given a drug SMILES string, predict its absorption, distribution, metabolism, or excretion properties. Task type varies by dataset: regression for continuous measurements (e.g., permeability, clearance, half-life) or binary classification for categorical outcomes (e.g., BBB penetration, CYP inhibition). Dataset: cyp2c19_veith.. This data is from CYP2C19 inhibition data for predicting drug metabolism from PubChem BioAssay. (1) The result is 1 (inhibitor). The drug is COc1cccc(-c2nc(Nc3ccncc3)c3ccccc3n2)c1. (2) The drug is Cc1cc(=O)oc2cc(O)ccc12. The result is 0 (non-inhibitor). (3) The compound is O=C(CN1C(=O)c2cccc3cccc(c23)C1=O)N1CCCCCC1. The result is 0 (non-inhibitor). (4) The molecule is CN(C)C(=O)c1ccc(-c2ccc3ncnc(N4CCOCC4)c3c2)cc1. The result is 0 (non-inhibitor). (5) The molecule is Nc1nnc(SCCOc2cccc(Br)c2)s1. The result is 1 (inhibitor). (6) The molecule is O=C(O)[C@H]1[C@@H]2C=C[C@H](O2)[C@@H]1C(=O)Nc1ccccc1. The result is 0 (non-inhibitor). (7) The compound is O=C(NCC1CCCO1)C1CC(=O)N(C2CCCCCC2)C1. The result is 0 (non-inhibitor). (8) The drug is Cc1nc(NC(=O)c2ccccc2)sc1-c1csc(Nc2ccc(Cl)cc2Cl)n1. The result is 1 (inhibitor).